From a dataset of Forward reaction prediction with 1.9M reactions from USPTO patents (1976-2016). Predict the product of the given reaction. (1) The product is: [NH:54]1[CH:53]=[C:52]([CH:49]2[CH2:50][CH2:51][C:46]([C:2]3[CH:7]=[C:6]([NH2:8])[N:5]4[N:25]=[CH:26][C:27]([C:28]5[CH:29]=[N:30][C:31]6[C:36]([CH:37]=5)=[CH:35][CH:34]=[CH:33][CH:32]=6)=[C:4]4[N:3]=3)=[CH:47][CH2:48]2)[CH:56]=[N:55]1. Given the reactants Cl[C:2]1[CH:7]=[C:6]([N:8](COCC[Si](C)(C)C)COCC[Si](C)(C)C)[N:5]2[N:25]=[CH:26][C:27]([C:28]3[CH:29]=[N:30][C:31]4[C:36]([CH:37]=3)=[CH:35][CH:34]=[CH:33][CH:32]=4)=[C:4]2[N:3]=1.CC1(C)C(C)(C)OB([C:46]2[CH2:51][CH2:50][CH:49]([C:52]3[CH:53]=[N:54][N:55](COCC[Si](C)(C)C)[CH:56]=3)[CH2:48][CH:47]=2)O1.[O-]P([O-])([O-])=O.[K+].[K+].[K+].C(Cl)Cl, predict the reaction product. (2) Given the reactants C([N:3]([CH2:14][CH3:15])[C:4](=[O:13])[C:5]1[CH:10]=[CH:9][CH:8]=[C:7]([CH3:11])[C:6]=1[CH3:12])C.[N:16]1([CH2:21]CC#N)[CH2:20][CH2:19][CH2:18][CH2:17]1, predict the reaction product. The product is: [CH3:11][C:7]1[CH:8]=[CH:9][CH:10]=[C:5]2[C:6]=1[CH:12]=[C:14]([CH2:15][CH2:21][N:16]1[CH2:20][CH2:19][CH2:18][CH2:17]1)[NH:3][C:4]2=[O:13].